From a dataset of Drug-target binding data from BindingDB using IC50 measurements. Regression. Given a target protein amino acid sequence and a drug SMILES string, predict the binding affinity score between them. We predict pIC50 (pIC50 = -log10(IC50 in M); higher means more potent). Dataset: bindingdb_ic50. (1) The compound is COc1ccc2cc(-c3ccccc3)nn2c1Cn1nc(C(=O)O)cc1C. The target protein (P70597) has sequence MSPYGLNLSLVDEATTCVTPRVPNTSVVLPTGGNGTSPALPIFSMTLGAVSNVLALALLAQVAGRLRRRRSTATFLLFVASLLAIDLAGHVIPGALVLRLYTAGRAPAGGACHFLGGCMVFFGLCPLLLGCGMAVERCVGVTQPLIHAARVSVARARLALALLAAMALAVALLPLVHVGHYELQYPGTWCFISLGPPGGWRQALLAGLFAGLGLAALLAALVCNTLSGLALLRARWRRRRSRRFRENAGPDDRRRWGSRGLRLASASSASSITSTTAALRSSRGGGSARRVHAHDVEMVGQLVGIMVVSCICWSPLLVLVVLAIGGWNSNSLQRPLFLAVRLASWNQILDPWVYILLRQAMLRQLLRLLPLRVSAKGGPTELSLTKSAWEASSLRSSRHSGFSHL. The pIC50 is 5.8. (2) The small molecule is CC[C@@]1(c2cccc(O)c2)CCCCN(CCCCCCCCN2CCCC[C@@](CC)(c3cccc(O)c3)C2)C1. The target protein (P21836) has sequence MRPPWYPLHTPSLAFPLLFLLLSLLGGGARAEGREDPQLLVRVRGGQLRGIRLKAPGGPVSAFLGIPFAEPPVGSRRFMPPEPKRPWSGVLDATTFQNVCYQYVDTLYPGFEGTEMWNPNRELSEDCLYLNVWTPYPRPASPTPVLIWIYGGGFYSGAASLDVYDGRFLAQVEGAVLVSMNYRVGTFGFLALPGSREAPGNVGLLDQRLALQWVQENIAAFGGDPMSVTLFGESAGAASVGMHILSLPSRSLFHRAVLQSGTPNGPWATVSAGEARRRATLLARLVGCPPGGAGGNDTELIACLRTRPAQDLVDHEWHVLPQESIFRFSFVPVVDGDFLSDTPEALINTGDFQDLQVLVGVVKDEGSYFLVYGVPGFSKDNESLISRAQFLAGVRIGVPQASDLAAEAVVLHYTDWLHPEDPTHLRDAMSAVVGDHNVVCPVAQLAGRLAAQGARVYAYIFEHRASTLTWPLWMGVPHGYEIEFIFGLPLDPSLNYTTEE.... The pIC50 is 7.1. (3) The drug is CC(=O)c1c(Nc2ccc(Cl)cc2Cl)nc2c(Cl)ccc(Cl)c2c1O. The target protein (P09668) has sequence MWATLPLLCAGAWLLGVPVCGAAELCVNSLEKFHFKSWMSKHRKTYSTEEYHHRLQTFASNWRKINAHNNGNHTFKMALNQFSDMSFAEIKHKYLWSEPQNCSATKSNYLRGTGPYPPSVDWRKKGNFVSPVKNQGACGSCWTFSTTGALESAIAIATGKMLSLAEQQLVDCAQDFNNHGCQGGLPSQAFEYILYNKGIMGEDTYPYQGKDGYCKFQPGKAIGFVKDVANITIYDEEAMVEAVALYNPVSFAFEVTQDFMMYRTGIYSSTSCHKTPDKVNHAVLAVGYGEKNGIPYWIVKNSWGPQWGMNGYFLIERGKNMCGLAACASYPIPLV. The pIC50 is 4.0. (4) The small molecule is Cc1cc(Nc2nc(N3CCC[C@@H](NC(=O)N(C)C)C3)cnc2C(N)=O)sn1. The target protein (P52333) has sequence MAPPSEETPLIPQRSCSLLSTEAGALHVLLPARGPGPPQRLSFSFGDHLAEDLCVQAAKASGILPVYHSLFALATEDLSCWFPPSHIFSVEDASTQVLLYRIRFYFPNWFGLEKCHRFGLRKDLASAILDLPVLEHLFAQHRSDLVSGRLPVGLSLKEQGECLSLAVLDLARMAREQAQRPGELLKTVSYKACLPPSLRDLIQGLSFVTRRRIRRTVRRALRRVAACQADRHSLMAKYIMDLERLDPAGAAETFHVGLPGALGGHDGLGLLRVAGDGGIAWTQGEQEVLQPFCDFPEIVDISIKQAPRVGPAGEHRLVTVTRTDNQILEAEFPGLPEALSFVALVDGYFRLTTDSQHFFCKEVAPPRLLEEVAEQCHGPITLDFAINKLKTGGSRPGSYVLRRSPQDFDSFLLTVCVQNPLGPDYKGCLIRRSPTGTFLLVGLSRPHSSLRELLATCWDGGLHVDGVAVTLTSCCIPRPKEKSNLIVVQRGHSPPTSSLV.... The pIC50 is 6.3. (5) The small molecule is Oc1ccc(/C=N/c2ccccc2/N=C/c2ccc(O)c(O)c2)cc1O. The target protein sequence is MRTLLIRYILWRNDNDQTYYNDDFKKLMLLDELVDDGDVCTLIKNMRMTLSDGPLLDRLNQPVNNIEDAKRMIAISAKVARDIGERSEIRWEESFTILFRMIETYFDDLMIDLYGEK. The pIC50 is 5.9.